Dataset: Forward reaction prediction with 1.9M reactions from USPTO patents (1976-2016). Task: Predict the product of the given reaction. (1) Given the reactants [CH:1]1([C:4]2[C:5]([N:31]([S:40]([CH3:43])(=[O:42])=[O:41])[CH2:32][CH:33]([OH:39])[CH2:34][NH:35][C:36](=[O:38])[OH:37])=[CH:6][C:7]3[O:11][C:10]([C:12]4[CH:17]=[CH:16][C:15]([O:18][C:19]5[CH:24]=[CH:23][C:22]([F:25])=[CH:21][CH:20]=5)=[CH:14][CH:13]=4)=[C:9]([C:26](=[O:29])[NH:27][CH3:28])[C:8]=3[CH:30]=2)[CH2:3][CH2:2]1.[CH:44]1[CH:45]=[CH:46][NH+]=CC=1.[O-][Cr](Cl)(=O)=O.[CH3:55]C([O-])=O.[Na+], predict the reaction product. The product is: [C:45]([O:38][C:36](=[O:37])[NH:35][CH2:34][C:33](=[O:39])[CH2:32][N:31]([C:5]1[C:4]([CH:1]2[CH2:2][CH2:3]2)=[CH:30][C:8]2[C:9]([C:26](=[O:29])[NH:27][CH3:28])=[C:10]([C:12]3[CH:17]=[CH:16][C:15]([O:18][C:19]4[CH:20]=[CH:21][C:22]([F:25])=[CH:23][CH:24]=4)=[CH:14][CH:13]=3)[O:11][C:7]=2[CH:6]=1)[S:40]([CH3:43])(=[O:41])=[O:42])([CH3:44])([CH3:46])[CH3:55]. (2) Given the reactants [CH3:1][O:2][CH2:3][C@@H:4]([CH3:17])[CH2:5][O:6][CH2:7][C:8]1[CH:13]=[CH:12][C:11](B(O)O)=[CH:10][CH:9]=1.[C:18]([O:22][C:23]([N:25]1[CH2:30][CH:29]=[C:28](OS(C(F)(F)F)(=O)=O)[CH2:27][CH2:26]1)=[O:24])([CH3:21])([CH3:20])[CH3:19], predict the reaction product. The product is: [C:18]([O:22][C:23]([N:25]1[CH2:26][CH:27]=[C:28]([C:11]2[CH:12]=[CH:13][C:8]([CH2:7][O:6][CH2:5][C@@H:4]([CH3:17])[CH2:3][O:2][CH3:1])=[CH:9][CH:10]=2)[CH2:29][CH2:30]1)=[O:24])([CH3:21])([CH3:19])[CH3:20]. (3) Given the reactants S(Cl)(Cl)=O.[I:5][C:6]1[CH:14]=[CH:13][CH:12]=[CH:11][C:7]=1[C:8](O)=[O:9].[CH3:15][NH2:16], predict the reaction product. The product is: [I:5][C:6]1[CH:14]=[CH:13][CH:12]=[CH:11][C:7]=1[C:8]([NH:16][CH3:15])=[O:9]. (4) The product is: [B:21]([C:17]1[CH:16]=[C:15]([C:4]2[CH:5]=[CH:6][C:7]([Cl:13])=[C:8]([C:9]([OH:11])=[O:10])[CH:12]=2)[CH:20]=[CH:19][CH:18]=1)([OH:23])[OH:22]. Given the reactants B([C:4]1[CH:5]=[CH:6][C:7]([Cl:13])=[C:8]([CH:12]=1)[C:9]([OH:11])=[O:10])(O)O.I[C:15]1[CH:16]=[C:17]([B:21]([OH:23])[OH:22])[CH:18]=[CH:19][CH:20]=1.C([O-])([O-])=O.[K+].[K+].Cl, predict the reaction product. (5) Given the reactants CS[C:3](SC)=[C:4]1[C:13](=[O:14])[C:12]([CH2:16][CH2:17][CH2:18][CH:19]2[CH2:24][CH2:23][CH2:22][CH2:21][CH2:20]2)([CH3:15])[C:11]2[C:6](=[CH:7][CH:8]=[CH:9][CH:10]=2)[C:5]1=[O:25].[NH2:28][C:29]1[CH:34]=[CH:33][CH:32]=[CH:31][C:30]=1[S:35]([NH2:38])(=[O:37])=[O:36], predict the reaction product. The product is: [CH:19]1([CH2:18][CH2:17][CH2:16][C:12]2([CH3:15])[C:11]3[C:6](=[CH:7][CH:8]=[CH:9][CH:10]=3)[C:5]([OH:25])=[C:4]([C:3]3[NH:28][C:29]4[CH:34]=[CH:33][CH:32]=[CH:31][C:30]=4[S:35](=[O:36])(=[O:37])[N:38]=3)[C:13]2=[O:14])[CH2:24][CH2:23][CH2:22][CH2:21][CH2:20]1. (6) Given the reactants [F:1][C:2]1[CH:7]=[CH:6][C:5]([NH:8][C:9](=[O:35])[CH2:10][N:11]2[C:15]3[C:16](=[O:34])[N:17]([CH3:33])[C:18]([CH:27]([OH:32])[C:28]([O:30]C)=[O:29])=[C:19]([C:20]4[CH:25]=[CH:24][C:23]([CH3:26])=[CH:22][CH:21]=4)[C:14]=3[CH:13]=[CH:12]2)=[CH:4][CH:3]=1.Cl(O)(=O)(=O)=O.[Li+].[OH-], predict the reaction product. The product is: [C:14]([O:32][CH:27]([C:18]1[N:17]([CH3:33])[C:16](=[O:34])[C:15]2[N:11]([CH2:10][C:9]([NH:8][C:5]3[CH:6]=[CH:7][C:2]([F:1])=[CH:3][CH:4]=3)=[O:35])[CH:12]=[CH:13][C:14]=2[C:19]=1[C:20]1[CH:25]=[CH:24][C:23]([CH3:26])=[CH:22][CH:21]=1)[C:28]([OH:30])=[O:29])([CH3:19])([CH3:15])[CH3:13].